Dataset: Full USPTO retrosynthesis dataset with 1.9M reactions from patents (1976-2016). Task: Predict the reactants needed to synthesize the given product. (1) Given the product [C:34]([O:3][C:4]1[CH:19]=[C:18]([CH3:20])[C:17]([CH3:21])=[CH:16][C:5]=1[C:6]1([O:15][C:22](=[O:25])[CH3:23])[C:7](=[O:14])[C:8]2[C:13](=[CH:12][CH:11]=[CH:10][CH:9]=2)[C:2]1=[O:1])(=[O:35])[CH3:33], predict the reactants needed to synthesize it. The reactants are: [OH:1][C:2]12[C:13]3[C:8](=[CH:9][CH:10]=[CH:11][CH:12]=3)[C:7](=[O:14])[C:6]1([OH:15])[C:5]1[CH:16]=[C:17]([CH3:21])[C:18]([CH3:20])=[CH:19][C:4]=1[O:3]2.[C:22]([OH:25])(=O)[CH3:23].N1C=CC=CC=1.C1C[O:35][CH2:34][CH2:33]1. (2) Given the product [CH3:31][CH:7]([CH:8]([C:19]1[C:27]2[C:22](=[C:23]([CH2:28][S:29][CH3:30])[CH:24]=[CH:25][CH:26]=2)[NH:21][CH:20]=1)[C:9]1[CH:14]=[CH:13][C:12]([C:15]([F:16])([F:18])[F:17])=[CH:11][CH:10]=1)[CH2:6][C:33]#[N:37], predict the reactants needed to synthesize it. The reactants are: CS(O[CH2:6][CH:7]([CH3:31])[CH:8]([C:19]1[C:27]2[C:22](=[C:23]([CH2:28][S:29][CH3:30])[CH:24]=[CH:25][CH:26]=2)[NH:21][CH:20]=1)[C:9]1[CH:14]=[CH:13][C:12]([C:15]([F:18])([F:17])[F:16])=[CH:11][CH:10]=1)(=O)=O.Br[C:33]1SC(C(C2C3C(=C(CSC)C=CC=3)NC=2)CCC#N)=C[N:37]=1. (3) The reactants are: [CH:1]([C:3]1[NH:7][CH:6]=[C:5]([C:8]([O:10][CH2:11][CH3:12])=[O:9])[C:4]=1[CH3:13])=[O:2].[H-].[Na+].[CH2:16](Cl)[C:17]1[CH:24]=[CH:23][C:20]([O:21][CH3:22])=[CH:19][CH:18]=1.[NH4+].[Cl-]. Given the product [CH:1]([C:3]1[N:7]([CH2:16][C:17]2[CH:24]=[CH:23][C:20]([O:21][CH3:22])=[CH:19][CH:18]=2)[CH:6]=[C:5]([C:8]([O:10][CH2:11][CH3:12])=[O:9])[C:4]=1[CH3:13])=[O:2], predict the reactants needed to synthesize it. (4) The reactants are: [CH2:1]([O:8][CH2:9][C:10]1([CH2:14][OH:15])[CH2:13][CH2:12][CH2:11]1)[C:2]1[CH:7]=[CH:6][CH:5]=[CH:4][CH:3]=1.O[C:17]1[CH:18]=[C:19]([CH:24]=[C:25]([O:27][C:28]2[CH:33]=[CH:32][C:31]([N+:34]([O-:36])=[O:35])=[CH:30][CH:29]=2)[CH:26]=1)[C:20]([O:22][CH3:23])=[O:21].C(P(CCCC)CCCC)CCC.N(C(N1CCCCC1)=O)=NC(N1CCCCC1)=O. Given the product [CH2:1]([O:8][CH2:9][C:10]1([CH2:14][O:15][C:17]2[CH:18]=[C:19]([CH:24]=[C:25]([O:27][C:28]3[CH:33]=[CH:32][C:31]([N+:34]([O-:36])=[O:35])=[CH:30][CH:29]=3)[CH:26]=2)[C:20]([O:22][CH3:23])=[O:21])[CH2:11][CH2:12][CH2:13]1)[C:2]1[CH:7]=[CH:6][CH:5]=[CH:4][CH:3]=1, predict the reactants needed to synthesize it.